From a dataset of Catalyst prediction with 721,799 reactions and 888 catalyst types from USPTO. Predict which catalyst facilitates the given reaction. (1) Reactant: [F:1][C:2]1[CH:7]=[CH:6][CH:5]=[C:4]([F:8])[C:3]=1[NH:9][C:10]([C:12]1[CH:16]=[CH:15][N:14]([CH2:17][C:18]2[CH:23]=[C:22]([C:24]([F:27])([F:26])[F:25])[CH:21]=[CH:20][C:19]=2[OH:28])[N:13]=1)=[O:11].C(=O)([O-])[O-].[K+].[K+].Br[CH2:36][CH:37]1[CH2:40][CH2:39][CH2:38]1. Product: [CH:37]1([CH2:36][O:28][C:19]2[CH:20]=[CH:21][C:22]([C:24]([F:27])([F:25])[F:26])=[CH:23][C:18]=2[CH2:17][N:14]2[CH:15]=[CH:16][C:12]([C:10]([NH:9][C:3]3[C:4]([F:8])=[CH:5][CH:6]=[CH:7][C:2]=3[F:1])=[O:11])=[N:13]2)[CH2:40][CH2:39][CH2:38]1. The catalyst class is: 16. (2) Reactant: [NH:1]1[CH2:6][CH2:5][O:4][CH2:3][CH2:2]1.Br[CH2:8][CH2:9][CH2:10][Cl:11]. Product: [Cl:11][CH2:10][CH2:9][CH2:8][N:1]1[CH2:6][CH2:5][O:4][CH2:3][CH2:2]1. The catalyst class is: 11. (3) Reactant: [CH2:1]([O:8][C:9]([N:11]1[CH2:18][CH2:17][CH2:16][C@H:12]1[C:13]([OH:15])=O)=[O:10])[C:2]1[CH:7]=[CH:6][CH:5]=[CH:4][CH:3]=1.[C:19]([O:23][C:24]([NH:26][CH2:27][CH2:28][CH2:29][C@@H:30]([C:32]([NH:34][CH2:35][CH2:36][NH:37][C:38]([O:40][C:41]([CH3:44])([CH3:43])[CH3:42])=[O:39])=[O:33])[NH2:31])=[O:25])([CH3:22])([CH3:21])[CH3:20].C(Cl)CCl.C1C=CC2N(O)N=NC=2C=1. The catalyst class is: 9. Product: [CH2:1]([O:8][C:9]([N:11]1[CH2:18][CH2:17][CH2:16][C@H:12]1[C:13]([NH:31][C@H:30]([C:32]([NH:34][CH2:35][CH2:36][NH:37][C:38]([O:40][C:41]([CH3:44])([CH3:43])[CH3:42])=[O:39])=[O:33])[CH2:29][CH2:28][CH2:27][NH:26][C:24]([O:23][C:19]([CH3:22])([CH3:21])[CH3:20])=[O:25])=[O:15])=[O:10])[C:2]1[CH:3]=[CH:4][CH:5]=[CH:6][CH:7]=1.